Dataset: Catalyst prediction with 721,799 reactions and 888 catalyst types from USPTO. Task: Predict which catalyst facilitates the given reaction. (1) Reactant: [CH2:1]([NH:3][C:4]([NH:6][C:7]1[NH:11][C:10]2[C:12]([CH:27]3[CH2:31][CH2:30][CH2:29][O:28]3)=[C:13]([F:26])[C:14]([C:16]3[CH:17]=[N:18][C:19]([C:22]([OH:25])([CH3:24])[CH3:23])=[N:20][CH:21]=3)=[CH:15][C:9]=2[N:8]=1)=[O:5])[CH3:2]. Product: [CH2:1]([NH:3][C:4]([NH:6][C:7]1[NH:11][C:10]2[C:12]([C@H:27]3[CH2:31][CH2:30][CH2:29][O:28]3)=[C:13]([F:26])[C:14]([C:16]3[CH:17]=[N:18][C:19]([C:22]([OH:25])([CH3:24])[CH3:23])=[N:20][CH:21]=3)=[CH:15][C:9]=2[N:8]=1)=[O:5])[CH3:2]. The catalyst class is: 863. (2) Reactant: [CH3:1][NH:2][C@@H:3]1[C:8]2[CH:9]=[CH:10][CH:11]=[CH:12][C:7]=2[C@H:6]([C:13]2[CH:14]=[CH:15][C:16]([Cl:20])=[C:17]([Cl:19])[CH:18]=2)[CH2:5][CH2:4]1.[C:21]([OH:24])(=[O:23])[CH3:22]. Product: [CH3:1][NH:2][C@@H:3]1[C:8]2[CH:9]=[CH:10][CH:11]=[CH:12][C:7]=2[C@H:6]([C:13]2[CH:14]=[CH:15][C:16]([Cl:20])=[C:17]([Cl:19])[CH:18]=2)[CH2:5][CH2:4]1.[C:21]([O-:24])(=[O:23])[CH3:22]. The catalyst class is: 11. (3) The catalyst class is: 2. Reactant: [F:1][C:2]1[CH:3]=[CH:4][C:5]([C:8]2[CH:13]=[CH:12][C:11]([CH2:14]O)=[CH:10][CH:9]=2)=[N:6][CH:7]=1.C1(P(C2C=CC=CC=2)C2C=CC=CC=2)C=CC=CC=1.[Br:35]N1C(=O)CCC1=O. Product: [Br:35][CH2:14][C:11]1[CH:12]=[CH:13][C:8]([C:5]2[CH:4]=[CH:3][C:2]([F:1])=[CH:7][N:6]=2)=[CH:9][CH:10]=1. (4) Reactant: [OH-].[Na+].[CH3:3][O:4][CH2:5][CH2:6][O:7][C:8]1[CH:9]=[C:10]2[C:14](=[CH:15][C:16]=1[O:17][CH2:18][CH2:19][O:20][CH3:21])[C:13](=[O:22])[C:12](=[N:23]O)[CH2:11]2.C1(C)C=CC(S(Cl)(=O)=[O:32])=CC=1. Product: [C:12]([CH2:11][C:10]1[CH:9]=[C:8]([O:7][CH2:6][CH2:5][O:4][CH3:3])[C:16]([O:17][CH2:18][CH2:19][O:20][CH3:21])=[CH:15][C:14]=1[C:13]([OH:22])=[O:32])#[N:23]. The catalyst class is: 6.